From a dataset of Catalyst prediction with 721,799 reactions and 888 catalyst types from USPTO. Predict which catalyst facilitates the given reaction. The catalyst class is: 137. Reactant: C(OC([N:8]1[CH2:13][CH2:12][CH:11]([C:14]([OH:27])([C:21]2[CH:26]=[CH:25][CH:24]=[CH:23][N:22]=2)[C:15]2[CH:20]=[CH:19][CH:18]=[CH:17][N:16]=2)[CH2:10][CH2:9]1)=O)(C)(C)C. Product: [NH:8]1[CH2:13][CH2:12][CH:11]([C:14]([C:15]2[CH:20]=[CH:19][CH:18]=[CH:17][N:16]=2)([C:21]2[CH:26]=[CH:25][CH:24]=[CH:23][N:22]=2)[OH:27])[CH2:10][CH2:9]1.